From a dataset of Reaction yield outcomes from USPTO patents with 853,638 reactions. Predict the reaction yield, written as a fraction of the theoretical maximum amount of product (1.0 means a 100% yield; for example, 0.34 means a 34% yield). (1) No catalyst specified. The yield is 0.0800. The reactants are Cl[C:2]([O:4][C:5]1[CH:10]=[CH:9][C:8]([CH2:11][C:12]2[CH:17]=[CH:16][C:15]([C:18]([F:21])([F:20])[F:19])=[CH:14][CH:13]=2)=[CH:7][CH:6]=1)=[O:3].[NH:22]1[CH2:27][CH2:26][CH:25]([CH2:28][C:29]2[N:34]=[C:33]([CH2:35][OH:36])[CH:32]=[CH:31][CH:30]=2)[CH2:24][CH2:23]1.C[Si](Cl)(C)C.CCN(C(C)C)C(C)C. The product is [F:19][C:18]([F:21])([F:20])[C:15]1[CH:16]=[CH:17][C:12]([CH2:11][C:8]2[CH:9]=[CH:10][C:5]([O:4][C:2]([N:22]3[CH2:27][CH2:26][CH:25]([CH2:28][C:29]4[CH:30]=[CH:31][CH:32]=[C:33]([CH2:35][OH:36])[N:34]=4)[CH2:24][CH2:23]3)=[O:3])=[CH:6][CH:7]=2)=[CH:13][CH:14]=1. (2) The reactants are [Cl:1][C:2]1[CH:11]=[C:10]([C:12](=[O:14])[CH3:13])[C:9]([N:15]2[CH2:20][CH2:19][NH:18][CH2:17][CH2:16]2)=[C:8]2[C:3]=1[CH:4]=[CH:5][CH:6]=[N:7]2.[N:21]1[CH:26]=[CH:25][N:24]=[CH:23][C:22]=1[C:27](Cl)=[O:28].C(N(CC)CC)C. The catalyst is C(Cl)Cl. The product is [Cl:1][C:2]1[CH:11]=[C:10]([C:12](=[O:14])[CH3:13])[C:9]([N:15]2[CH2:16][CH2:17][N:18]([C:27]([C:22]3[CH:23]=[N:24][CH:25]=[CH:26][N:21]=3)=[O:28])[CH2:19][CH2:20]2)=[C:8]2[C:3]=1[CH:4]=[CH:5][CH:6]=[N:7]2. The yield is 0.680. (3) The reactants are CO[C:3](=[O:23])[C:4]1[CH:9]=[CH:8][C:7]([O:10][CH2:11][C:12]2[C:13]([C:17]3[CH:22]=[CH:21][CH:20]=[CH:19][CH:18]=3)=[N:14][O:15][CH:16]=2)=[N:6][CH:5]=1.[CH:24]([NH2:27])([CH3:26])[CH3:25]. No catalyst specified. The product is [CH:24]([NH:27][C:3](=[O:23])[C:4]1[CH:9]=[CH:8][C:7]([O:10][CH2:11][C:12]2[C:13]([C:17]3[CH:18]=[CH:19][CH:20]=[CH:21][CH:22]=3)=[N:14][O:15][CH:16]=2)=[N:6][CH:5]=1)([CH3:26])[CH3:25]. The yield is 0.810. (4) The reactants are [CH3:1][C:2]1[CH:7]=[CH:6][C:5]([C:8]2[CH:13]=[CH:12][C:11]([C:14]([OH:16])=O)=[CH:10][CH:9]=2)=[CH:4][CH:3]=1.CN1CCOCC1.ClC(OCC(C)C)=O.[NH2:32][NH2:33].C([O-])(O)=O.[Na+]. The catalyst is C1COCC1. The product is [CH3:1][C:2]1[CH:7]=[CH:6][C:5]([C:8]2[CH:13]=[CH:12][C:11]([C:14]([NH:32][NH2:33])=[O:16])=[CH:10][CH:9]=2)=[CH:4][CH:3]=1. The yield is 0.590. (5) The reactants are [NH2:1][C@H:2]1[CH2:6][CH2:5][N:4]([C:7]2[C:12]([C:13]([O:15][CH:16]([CH3:18])[CH3:17])=[O:14])=[CH:11][CH:10]=[CH:9][N:8]=2)[CH2:3]1.[CH3:19][C:20]1[CH:21]=[C:22]([CH:26]=O)[S:23][C:24]=1[CH3:25].[BH-](OC(C)=O)(OC(C)=O)OC(C)=O.[Na+]. The catalyst is C1COCC1. The product is [CH3:19][C:20]1[CH:21]=[C:22]([CH2:26][NH:1][C@H:2]2[CH2:6][CH2:5][N:4]([C:7]3[C:12]([C:13]([O:15][CH:16]([CH3:18])[CH3:17])=[O:14])=[CH:11][CH:10]=[CH:9][N:8]=3)[CH2:3]2)[S:23][C:24]=1[CH3:25]. The yield is 0.300. (6) The reactants are FC(F)C(N[C@@H]1[C@@H](NC(N)=N)CC(C(O)=O)=C[C@H]1OC(CC)CC)=O.[C:26]([O:30][C:31](/[N:33]=[C:34](\[NH:59][C:60]([O:62][C:63]([CH3:66])([CH3:65])[CH3:64])=[O:61])/[NH:35][C@H:36]1[CH2:41][C:40]([C:42]([O:44]CC)=[O:43])=[CH:39][C@@H:38]([O:47][CH:48]([CH2:51][CH3:52])[CH2:49][CH3:50])[C@@H:37]1[NH:53][C:54](=[O:58])[CH:55]([F:57])[F:56])=[O:32])([CH3:29])([CH3:28])[CH3:27].[OH-].[Li+].C(O)(=O)C. The catalyst is O1CCOCC1. The product is [C:26]([O:30][C:31](/[N:33]=[C:34](\[NH:59][C:60]([O:62][C:63]([CH3:65])([CH3:64])[CH3:66])=[O:61])/[NH:35][C@H:36]1[CH2:41][C:40]([C:42]([OH:44])=[O:43])=[CH:39][C@@H:38]([O:47][CH:48]([CH2:51][CH3:52])[CH2:49][CH3:50])[C@@H:37]1[NH:53][C:54](=[O:58])[CH:55]([F:57])[F:56])=[O:32])([CH3:27])([CH3:28])[CH3:29]. The yield is 0.840. (7) The product is [NH2:31][C:30]1[CH:29]=[C:28]([C:25]2[CH:24]=[CH:23][C:22]([CH2:21][N:14]3[C:15]4[C:20](=[CH:19][CH:18]=[CH:17][CH:16]=4)[C:12]4([C:8]5[C:9](=[CH:34][C:5]6[O:4][N:3]=[C:2]([CH3:1])[C:6]=6[CH:7]=5)[O:10][CH2:11]4)[C:13]3=[O:33])=[CH:27][CH:26]=2)[NH:37][N:36]=1. The yield is 0.430. The catalyst is C(O)C. The reactants are [CH3:1][C:2]1[C:6]2[CH:7]=[C:8]3[C:12]4([C:20]5[C:15](=[CH:16][CH:17]=[CH:18][CH:19]=5)[N:14]([CH2:21][C:22]5[CH:27]=[CH:26][C:25]([C:28](=O)[CH2:29][C:30]#[N:31])=[CH:24][CH:23]=5)[C:13]4=[O:33])[CH2:11][O:10][C:9]3=[CH:34][C:5]=2[O:4][N:3]=1.O.[NH2:36][NH2:37].